This data is from Reaction yield outcomes from USPTO patents with 853,638 reactions. The task is: Predict the reaction yield, written as a fraction of the theoretical maximum amount of product (1.0 means a 100% yield; for example, 0.34 means a 34% yield). (1) The reactants are [C:1]1([OH:9])[CH:6]=[C:5]([OH:7])[CH:4]=[C:3]([OH:8])[CH:2]=1.C([O-])([O-])=O.[K+].[K+].I[CH2:17][CH3:18]. The catalyst is CN(C=O)C. The product is [CH2:17]([O:7][C:5]1[CH:6]=[C:1]([OH:9])[CH:2]=[C:3]([OH:8])[CH:4]=1)[CH3:18]. The yield is 0.410. (2) The reactants are [F:1][CH:2]([F:35])[C:3]1[N:7]([C:8]2[N:13]=[C:12]3[N:14]([CH:17]4[CH2:22][CH2:21][NH:20][CH2:19][CH2:18]4)[N:15]=[CH:16][C:11]3=[C:10]([N:23]3[CH2:28][CH2:27][O:26][CH2:25][CH2:24]3)[N:9]=2)[C:6]2[CH:29]=[CH:30][CH:31]=[C:32]([O:33][CH3:34])[C:5]=2[N:4]=1.CCN(C(C)C)C(C)C.Cl[CH2:46][CH2:47][S:48](Cl)(=[O:50])=[O:49].O. The catalyst is C(Cl)Cl. The product is [F:35][CH:2]([F:1])[C:3]1[N:7]([C:8]2[N:13]=[C:12]3[N:14]([CH:17]4[CH2:22][CH2:21][N:20]([S:48]([CH:47]=[CH2:46])(=[O:50])=[O:49])[CH2:19][CH2:18]4)[N:15]=[CH:16][C:11]3=[C:10]([N:23]3[CH2:24][CH2:25][O:26][CH2:27][CH2:28]3)[N:9]=2)[C:6]2[CH:29]=[CH:30][CH:31]=[C:32]([O:33][CH3:34])[C:5]=2[N:4]=1. The yield is 0.450. (3) The reactants are N1CCCCC1.[S:7]1[CH:11]=[CH:10][CH:9]=[C:8]1[CH:12]=O.C(O)(=O)[CH2:15][C:16]([OH:18])=[O:17].Cl. The catalyst is N1C=CC=CC=1. The product is [S:7]1[CH:11]=[CH:10][CH:9]=[C:8]1[CH:12]=[CH:15][C:16]([OH:18])=[O:17]. The yield is 0.920.